This data is from Catalyst prediction with 721,799 reactions and 888 catalyst types from USPTO. The task is: Predict which catalyst facilitates the given reaction. (1) Reactant: [Cl:1][C:2]1[C:3]2[CH:15]=[C:14]([CH3:16])[S:13][C:4]=2[N:5]=[C:6]([C:8]([O:10]CC)=O)[N:7]=1.[F:17][C:18]1[CH:23]=[CH:22][C:21]([Mg]Br)=[CH:20][CH:19]=1.C(OCC)C.Cl. Product: [Cl:1][C:2]1[C:3]2[CH:15]=[C:14]([CH3:16])[S:13][C:4]=2[N:5]=[C:6]([C:8]([C:21]2[CH:22]=[CH:23][C:18]([F:17])=[CH:19][CH:20]=2)=[O:10])[N:7]=1. The catalyst class is: 1. (2) Product: [CH3:1][O:3][C:4](=[O:10])[C:5]([CH3:7])([CH3:6])[CH2:8][NH2:9]. Reactant: [CH2:1]([O:3][C:4](=[O:10])[C:5]([C:8]#[N:9])([CH3:7])[CH3:6])C.[H][H]. The catalyst class is: 227. (3) Reactant: [Cl:1][C:2]1[CH:7]=[CH:6][C:5]([C:8]2[C:13]([C:14](=[O:19])[C:15]([O:17][CH3:18])=[O:16])=[C:12]([CH3:20])[N:11]=[C:10]3[NH:21][C:22]([CH3:25])=[C:23]([CH3:24])[C:9]=23)=[CH:4][CH:3]=1.[B]1OC2C(=CC=CC=2)O1.C(=O)([O-])[O-].[K+].[K+]. Product: [Cl:1][C:2]1[CH:7]=[CH:6][C:5]([C:8]2[C:13]([C@H:14]([OH:19])[C:15]([O:17][CH3:18])=[O:16])=[C:12]([CH3:20])[N:11]=[C:10]3[NH:21][C:22]([CH3:25])=[C:23]([CH3:24])[C:9]=23)=[CH:4][CH:3]=1. The catalyst class is: 451.